This data is from Forward reaction prediction with 1.9M reactions from USPTO patents (1976-2016). The task is: Predict the product of the given reaction. Given the reactants [NH2:1][C:2]1[N:7]=[C:6]([O:8]S(C(F)(F)F)(=O)=O)[C:5]([N+:16]([O-:18])=[O:17])=[C:4]([C:19]2[O:20][CH:21]=[CH:22][CH:23]=2)[N:3]=1.[CH3:24][N:25]([CH3:29])[CH2:26][CH2:27]O.C1CCN2C(=NCCC2)CC1, predict the reaction product. The product is: [CH3:24][N:25]([CH3:29])[CH2:26][CH2:27][O:8][C:6]1[C:5]([N+:16]([O-:18])=[O:17])=[C:4]([C:19]2[O:20][CH:21]=[CH:22][CH:23]=2)[N:3]=[C:2]([NH2:1])[N:7]=1.